This data is from Full USPTO retrosynthesis dataset with 1.9M reactions from patents (1976-2016). The task is: Predict the reactants needed to synthesize the given product. Given the product [F:1][C:2]1[CH:7]=[CH:6][C:5]([C:8]2[CH:18]=[CH:17][C:11]([C:12]([OH:14])=[O:13])=[C:10]([CH2:19][O:22][CH3:21])[N:9]=2)=[CH:4][CH:3]=1, predict the reactants needed to synthesize it. The reactants are: [F:1][C:2]1[CH:7]=[CH:6][C:5]([C:8]2[CH:18]=[CH:17][C:11]([C:12]([O:14]CC)=[O:13])=[C:10]([CH2:19]Br)[N:9]=2)=[CH:4][CH:3]=1.[CH3:21][O-:22].[Na+].[OH-].[Na+].